Dataset: Full USPTO retrosynthesis dataset with 1.9M reactions from patents (1976-2016). Task: Predict the reactants needed to synthesize the given product. (1) Given the product [CH2:18]([C:20]1([C:29]2[CH:30]=[C:31]([CH:32]=[CH:33][CH:34]=2)[O:35][C:2]2[CH:9]=[C:8]([CH:10]([OH:17])[C:11]3[N:12]([CH3:16])[CH:13]=[N:14][CH:15]=3)[CH:7]=[CH:6][C:3]=2[C:4]#[N:5])[CH2:26][CH2:25][CH2:24][CH2:23][N:22]([CH3:27])[C:21]1=[O:28])[CH3:19], predict the reactants needed to synthesize it. The reactants are: F[C:2]1[CH:9]=[C:8]([CH:10]([OH:17])[C:11]2[N:12]([CH3:16])[CH:13]=[N:14][CH:15]=2)[CH:7]=[CH:6][C:3]=1[C:4]#[N:5].[CH2:18]([C:20]1([C:29]2[CH:34]=[CH:33][CH:32]=[C:31]([OH:35])[CH:30]=2)[CH2:26][CH2:25][CH2:24][CH2:23][N:22]([CH3:27])[C:21]1=[O:28])[CH3:19].[F-].[K+].C1OCCOCCOCCOCCOCCOC1. (2) The reactants are: [NH:1]([C:3]1[CH:8]=[C:7]([C:9]#[N:10])[CH:6]=[CH:5][N:4]=1)[NH2:2].C([O:13][C:14](=O)[CH:15]([C:19]1[CH:24]=[CH:23][CH:22]=[CH:21][CH:20]=1)[C:16](=O)[CH3:17])C. Given the product [OH:13][C:14]1[N:1]([C:3]2[CH:8]=[C:7]([C:9]#[N:10])[CH:6]=[CH:5][N:4]=2)[N:2]=[C:16]([CH3:17])[C:15]=1[C:19]1[CH:24]=[CH:23][CH:22]=[CH:21][CH:20]=1, predict the reactants needed to synthesize it.